From a dataset of Catalyst prediction with 721,799 reactions and 888 catalyst types from USPTO. Predict which catalyst facilitates the given reaction. (1) Reactant: [N:1]([CH2:4][CH2:5][N:6]1[C:10]2[CH:11]=[CH:12][C:13]([C:15]([OH:17])=O)=[CH:14][C:9]=2[N:8]=[CH:7]1)=[N+:2]=[N-:3].C1C=CC2N(O)N=NC=2C=1.CCN(C(C)C)C(C)C.[NH:37]1[CH:46]2[CH:41]([CH2:42][CH2:43][CH2:44][CH2:45]2)[CH2:40][CH2:39][CH2:38]1.CCN=C=NCCCN(C)C.Cl. Product: [N:1]([CH2:4][CH2:5][N:6]1[C:10]2[CH:11]=[CH:12][C:13]([C:15]([N:37]3[CH:46]4[CH:41]([CH2:42][CH2:43][CH2:44][CH2:45]4)[CH2:40][CH2:39][CH2:38]3)=[O:17])=[CH:14][C:9]=2[N:8]=[CH:7]1)=[N+:2]=[N-:3]. The catalyst class is: 3. (2) Reactant: [CH3:1]O[Na].CN1[C:9](=O)[CH2:8][CH2:7][CH2:6]1.[C:11]1([C:17]2[N:18]=[CH:19][NH:20][CH:21]=2)[CH:16]=[CH:15][CH:14]=[CH:13][CH:12]=1.[CH:22]1[CH:27]=[CH:26]C=[CH:24][CH:23]=1. Product: [CH3:6][C:7]([N:20]1[CH:21]=[C:17]([C:11]2[CH:12]=[CH:13][CH:14]=[CH:15][CH:16]=2)[N:18]=[CH:19]1)([CH3:1])[CH2:8][C:9]1[CH:26]=[CH:27][CH:22]=[CH:23][CH:24]=1. The catalyst class is: 5.